From a dataset of Peptide-MHC class I binding affinity with 185,985 pairs from IEDB/IMGT. Regression. Given a peptide amino acid sequence and an MHC pseudo amino acid sequence, predict their binding affinity value. This is MHC class I binding data. (1) The peptide sequence is IMYDHLPGF. The MHC is HLA-B39:01 with pseudo-sequence HLA-B39:01. The binding affinity (normalized) is 0.0847. (2) The peptide sequence is SSLTVTQLL. The MHC is Patr-B0101 with pseudo-sequence Patr-B0101. The binding affinity (normalized) is 0.439. (3) The peptide sequence is RYYDGNIYEL. The MHC is HLA-A01:01 with pseudo-sequence HLA-A01:01. The binding affinity (normalized) is 0.187. (4) The peptide sequence is ETFGFEIQSY. The MHC is HLA-B35:03 with pseudo-sequence HLA-B35:03. The binding affinity (normalized) is 0. (5) The peptide sequence is ITWETPMIW. The MHC is HLA-A30:01 with pseudo-sequence HLA-A30:01. The binding affinity (normalized) is 0.0847. (6) The peptide sequence is WILTHTLYR. The MHC is HLA-A02:03 with pseudo-sequence HLA-A02:03. The binding affinity (normalized) is 0.0847. (7) The peptide sequence is YMGLVKKAK. The MHC is HLA-A02:03 with pseudo-sequence HLA-A02:03. The binding affinity (normalized) is 0.0847. (8) The peptide sequence is RPRWLDART. The MHC is HLA-A02:01 with pseudo-sequence HLA-A02:01. The binding affinity (normalized) is 0. (9) The peptide sequence is RYRQVLSPL. The MHC is HLA-A03:19 with pseudo-sequence HLA-A03:19. The binding affinity (normalized) is 0.448.